This data is from Human intestinal absorption (HIA) binary classification data from Hou et al.. The task is: Regression/Classification. Given a drug SMILES string, predict its absorption, distribution, metabolism, or excretion properties. Task type varies by dataset: regression for continuous measurements (e.g., permeability, clearance, half-life) or binary classification for categorical outcomes (e.g., BBB penetration, CYP inhibition). Dataset: hia_hou. (1) The drug is CCCCCc1cc(O)c2c(c1)OC(C)(C)[C@@H]1CCC(C)=C[C@@H]21. The result is 1 (good absorption). (2) The compound is CCCC[C@@H]1C(=O)N(c2ccccc2)N(c2ccc(O)cc2)C1=O. The result is 1 (good absorption). (3) The drug is C/N=C(\NC#N)NCCSCc1nc[nH]c1C. The result is 1 (good absorption). (4) The drug is Cc1c(N(C)C)c(=N)n(-c2ccccc2)n1C. The result is 1 (good absorption). (5) The drug is CN[C@@H](C)[C@@H](O)c1ccccc1. The result is 1 (good absorption). (6) The result is 1 (good absorption). The drug is CCCNC(Cc1cccc2c1CC(=O)N2)NCCC. (7) The compound is C[C@@H](C[N+](C)(C)C)OC(N)=O. The result is 0 (poor absorption). (8) The result is 0 (poor absorption). The drug is CO/N=C(\C(=O)N[C@@H]1C(=O)N2C(C(=O)O)=C(C[n+]3ccccc3)CS[C@@H]12)c1csc(N)n1. (9) The compound is c1ccc([C@@H]2CN3CCSC3=N2)cc1. The result is 1 (good absorption).